From a dataset of NCI-60 drug combinations with 297,098 pairs across 59 cell lines. Regression. Given two drug SMILES strings and cell line genomic features, predict the synergy score measuring deviation from expected non-interaction effect. (1) Drug 1: CC1=C(C(=CC=C1)Cl)NC(=O)C2=CN=C(S2)NC3=CC(=NC(=N3)C)N4CCN(CC4)CCO. Drug 2: CCN(CC)CCCC(C)NC1=C2C=C(C=CC2=NC3=C1C=CC(=C3)Cl)OC. Cell line: HCT-15. Synergy scores: CSS=35.4, Synergy_ZIP=2.03, Synergy_Bliss=2.80, Synergy_Loewe=3.08, Synergy_HSA=1.79. (2) Drug 1: CC1=C2C(C(=O)C3(C(CC4C(C3C(C(C2(C)C)(CC1OC(=O)C(C(C5=CC=CC=C5)NC(=O)OC(C)(C)C)O)O)OC(=O)C6=CC=CC=C6)(CO4)OC(=O)C)O)C)O. Drug 2: CC(C)CN1C=NC2=C1C3=CC=CC=C3N=C2N. Cell line: NCI-H522. Synergy scores: CSS=13.9, Synergy_ZIP=-4.74, Synergy_Bliss=-0.782, Synergy_Loewe=-8.00, Synergy_HSA=-3.05.